This data is from Forward reaction prediction with 1.9M reactions from USPTO patents (1976-2016). The task is: Predict the product of the given reaction. (1) Given the reactants O.C1(C)C=CC(S(O)(=O)=O)=CC=1.C(O)C.O1CCCCC1[O:22][C:23]1[CH:28]=[CH:27][C:26]([N:29]2[CH2:34][CH2:33][CH:32]([O:35][CH2:36][C:37]3[O:38][C:39]4[CH:45]=[CH:44][C:43]([C:46]([F:49])([F:48])[F:47])=[CH:42][C:40]=4[CH:41]=3)[CH2:31][CH2:30]2)=[CH:25][CH:24]=1, predict the reaction product. The product is: [F:49][C:46]([F:47])([F:48])[C:43]1[CH:44]=[CH:45][C:39]2[O:38][C:37]([CH2:36][O:35][CH:32]3[CH2:33][CH2:34][N:29]([C:26]4[CH:27]=[CH:28][C:23]([OH:22])=[CH:24][CH:25]=4)[CH2:30][CH2:31]3)=[CH:41][C:40]=2[CH:42]=1. (2) Given the reactants [CH3:1][O:2][C:3]1[C:8](COCOC)=[C:7]([C:14]([CH2:18][CH3:19])=[CH:15][CH2:16][OH:17])[CH:6]=[C:5]([Si:20]([CH3:23])([CH3:22])[CH3:21])[N:4]=1.C([C@@](C([O-])=O)(O)[C@@](CC)(O)C([O-])=[O:29])C.C(OO)(C)(C)C, predict the reaction product. The product is: [CH2:18]([C@:14]1([C:7]2[CH:6]=[C:5]([Si:20]([CH3:23])([CH3:22])[CH3:21])[N:4]=[C:3]([O:2][CH3:1])[CH:8]=2)[O:29][C@@H:15]1[CH2:16][OH:17])[CH3:19]. (3) The product is: [CH2:11]([O:10][C:9](=[O:18])[NH:8][C:5]1([CH2:4][NH:1][C:43]([O:42][C:39]([CH3:41])([CH3:40])[CH3:38])=[O:44])[CH2:7][CH2:6]1)[C:12]1[CH:17]=[CH:16][CH:15]=[CH:14][CH:13]=1. Given the reactants [N:1]([CH2:4][C:5]1([NH:8][C:9](=[O:18])[O:10][CH2:11][C:12]2[CH:17]=[CH:16][CH:15]=[CH:14][CH:13]=2)[CH2:7][CH2:6]1)=[N+]=[N-].C1C=CC(P(C2C=CC=CC=2)C2C=CC=CC=2)=CC=1.[CH3:38][C:39]([O:42][C:43](O[C:43]([O:42][C:39]([CH3:41])([CH3:40])[CH3:38])=[O:44])=[O:44])([CH3:41])[CH3:40].CCN(CC)CC, predict the reaction product. (4) The product is: [C:37]([O:36][C:34]([N:30]1[CH2:31][CH2:32][CH2:33][C@@H:28]([N:25]2[CH:2]=[C:1]([C:3]3[CH:4]=[C:5]4[C:9](=[CH:10][CH:11]=3)[N:8]([C:12]([O:14][C:15]([CH3:18])([CH3:17])[CH3:16])=[O:13])[N:7]=[C:6]4[C:19]3[CH:20]=[CH:21][N:22]=[CH:23][CH:24]=3)[N:27]=[N:26]2)[CH2:29]1)=[O:35])([CH3:40])([CH3:38])[CH3:39]. Given the reactants [C:1]([C:3]1[CH:4]=[C:5]2[C:9](=[CH:10][CH:11]=1)[N:8]([C:12]([O:14][C:15]([CH3:18])([CH3:17])[CH3:16])=[O:13])[N:7]=[C:6]2[C:19]1[CH:24]=[CH:23][N:22]=[CH:21][CH:20]=1)#[CH:2].[N:25]([C@@H:28]1[CH2:33][CH2:32][CH2:31][N:30]([C:34]([O:36][C:37]([CH3:40])([CH3:39])[CH3:38])=[O:35])[CH2:29]1)=[N+:26]=[N-:27].[Na+].[Cl-], predict the reaction product. (5) Given the reactants [Br:1][C:2]1[CH:7]=[N:6][C:5]([Cl:8])=[C:4]2[NH:9][CH:10]=[CH:11][C:3]=12.[H-].[Na+].FC(F)(F)S(O[Si:20]([C:23]([CH3:26])([CH3:25])[CH3:24])([CH3:22])[CH3:21])(=O)=O, predict the reaction product. The product is: [Br:1][C:2]1[CH:7]=[N:6][C:5]([Cl:8])=[C:4]2[N:9]([Si:20]([C:23]([CH3:26])([CH3:25])[CH3:24])([CH3:22])[CH3:21])[CH:10]=[CH:11][C:3]=12. (6) The product is: [CH:1](=[C:8]1[CH2:9][CH2:10][N:11]([C:14](=[O:18])[C:15]([NH:26][C:27]2[CH:36]=[CH:35][C:30]3[NH:31][C:32](=[O:34])[O:33][C:29]=3[CH:28]=2)=[O:17])[CH2:12][CH2:13]1)[C:2]1[CH:3]=[CH:4][CH:5]=[CH:6][CH:7]=1. Given the reactants [CH:1](=[C:8]1[CH2:13][CH2:12][N:11]([C:14](=[O:18])[C:15]([OH:17])=O)[CH2:10][CH2:9]1)[C:2]1[CH:7]=[CH:6][CH:5]=[CH:4][CH:3]=1.C(N(CC)CC)C.[NH2:26][C:27]1[CH:36]=[CH:35][C:30]2[NH:31][C:32](=[O:34])[O:33][C:29]=2[CH:28]=1.CN(C(ON1N=NC2C=CC=CC1=2)=[N+](C)C)C.F[P-](F)(F)(F)(F)F, predict the reaction product.